From a dataset of Full USPTO retrosynthesis dataset with 1.9M reactions from patents (1976-2016). Predict the reactants needed to synthesize the given product. (1) Given the product [ClH:13].[Cl:13][C:14]1[C:19]([CH3:20])=[CH:18][C:17]([O:10][CH:9]2[CH2:8][N:7]([CH3:11])[CH2:6][C:5]3[O:12][C:2]([CH3:1])=[CH:3][C:4]2=3)=[CH:16][C:15]=1[CH3:22], predict the reactants needed to synthesize it. The reactants are: [CH3:1][C:2]1[O:12][C:5]2[CH2:6][N:7]([CH3:11])[CH2:8][CH:9]([OH:10])[C:4]=2[CH:3]=1.[Cl:13][C:14]1[C:19]([CH3:20])=[CH:18][C:17](O)=[CH:16][C:15]=1[CH3:22]. (2) Given the product [C:1]([O:5][CH:6]([C:11]1[C:12]([CH3:34])=[N:13][C:14]2[N:15]([N:29]=[C:30]([CH3:33])[C:31]=2[Cl:32])[C:16]=1[C:17]1[C:18]([CH3:28])=[C:19]2[C:24](=[C:25]([F:27])[CH:26]=1)[O:23][CH2:22][CH2:21][CH2:20]2)[C:7]([OH:9])=[O:8])([CH3:4])([CH3:3])[CH3:2], predict the reactants needed to synthesize it. The reactants are: [C:1]([O:5][CH:6]([C:11]1[C:12]([CH3:34])=[N:13][C:14]2[N:15]([N:29]=[C:30]([CH3:33])[C:31]=2[Cl:32])[C:16]=1[C:17]1[C:18]([CH3:28])=[C:19]2[C:24](=[C:25]([F:27])[CH:26]=1)[O:23][CH2:22][CH2:21][CH2:20]2)[C:7]([O:9]C)=[O:8])([CH3:4])([CH3:3])[CH3:2].[Li+].[OH-].